The task is: Predict the product of the given reaction.. This data is from Forward reaction prediction with 1.9M reactions from USPTO patents (1976-2016). (1) Given the reactants [C:1]1([C@@H:7]2[CH2:9][C@H:8]2[CH:10]=O)[CH:6]=[CH:5][CH:4]=[CH:3][CH:2]=1.Cl.[NH2:13][OH:14].C([O-])([O-])=O.[Na+].[Na+], predict the reaction product. The product is: [C:1]1([C@@H:7]2[CH2:9][C@H:8]2[CH:10]=[N:13][OH:14])[CH:6]=[CH:5][CH:4]=[CH:3][CH:2]=1. (2) Given the reactants C(OC([NH:8][CH2:9][CH:10]1[CH2:15][CH2:14][N:13]([CH2:16][C:17]2([C:23]([OH:25])=[O:24])[CH2:22][CH2:21][O:20][CH2:19][CH2:18]2)[CH2:12][CH2:11]1)=O)(C)(C)C.O.[C:27]1([CH3:37])[CH:32]=[CH:31][C:30]([S:33]([OH:36])(=[O:35])=[O:34])=[CH:29][CH:28]=1.C(N(CC)CC)C, predict the reaction product. The product is: [CH3:37][C:27]1[CH:28]=[CH:29][C:30]([S:33]([OH:36])(=[O:35])=[O:34])=[CH:31][CH:32]=1.[NH2:8][CH2:9][CH:10]1[CH2:15][CH2:14][N:13]([CH2:16][C:17]2([C:23]([OH:25])=[O:24])[CH2:22][CH2:21][O:20][CH2:19][CH2:18]2)[CH2:12][CH2:11]1.